From a dataset of Forward reaction prediction with 1.9M reactions from USPTO patents (1976-2016). Predict the product of the given reaction. (1) The product is: [OH:1][C:2]1[CH:3]=[CH:4][C:5]2[C:9]([O:10][C:11]3[CH:16]=[CH:15][C:14](/[CH:17]=[CH:18]/[C:19]([NH:37][CH3:36])=[O:20])=[CH:13][CH:12]=3)=[C:8]([C:22]3[CH:27]=[CH:26][C:25]([C:28]([F:31])([F:30])[F:29])=[CH:24][CH:23]=3)[S:7][C:6]=2[CH:32]=1. Given the reactants [OH:1][C:2]1[CH:3]=[CH:4][C:5]2[C:9]([O:10][C:11]3[CH:16]=[CH:15][C:14](/[CH:17]=[CH:18]/[C:19](O)=[O:20])=[CH:13][CH:12]=3)=[C:8]([C:22]3[CH:27]=[CH:26][C:25]([C:28]([F:31])([F:30])[F:29])=[CH:24][CH:23]=3)[S:7][C:6]=2[CH:32]=1.Cl.CN.[CH3:36][N:37](C(ON1N=NC2C=CC=NC1=2)=[N+](C)C)C.F[P-](F)(F)(F)(F)F.CCN(C(C)C)C(C)C, predict the reaction product. (2) Given the reactants [F:1][C:2]1[CH:7]=[CH:6][C:5]([C:8]2[S:9][C:10]3[N:11]=[C:12]([CH3:18])[NH:13][C:14](=O)[C:15]=3[N:16]=2)=[CH:4][CH:3]=1.C(N(C(C)C)CC)(C)C.O=P(Cl)(Cl)[Cl:30], predict the reaction product. The product is: [Cl:30][C:14]1[C:15]2[N:16]=[C:8]([C:5]3[CH:6]=[CH:7][C:2]([F:1])=[CH:3][CH:4]=3)[S:9][C:10]=2[N:11]=[C:12]([CH3:18])[N:13]=1. (3) Given the reactants [CH3:1][C:2]1[O:12][C:5]2[CH2:6][NH:7][CH2:8][CH2:9][CH:10]([OH:11])[C:4]=2[CH:3]=1.[Br:13][C:14]1[C:15]([Cl:22])=[C:16](F)[CH:17]=[C:18]([Cl:20])[CH:19]=1, predict the reaction product. The product is: [ClH:20].[Br:13][C:14]1[C:15]([Cl:22])=[C:16]([O:11][CH:10]2[CH2:9][CH2:8][NH:7][CH2:6][C:5]3[O:12][C:2]([CH3:1])=[CH:3][C:4]2=3)[CH:17]=[C:18]([Cl:20])[CH:19]=1. (4) Given the reactants [CH2:1]([P:3]([OH:5])[OH:4])[CH3:2].[C:6]([O:9][CH:10]=[CH2:11])(=[O:8])[CH3:7].[O-]S(OOS([O-])(=O)=O)(=O)=O.[Na+].[Na+], predict the reaction product. The product is: [CH2:1]([P:3]([CH2:11][CH2:10][O:9][C:6](=[O:8])[CH3:7])(=[O:5])[OH:4])[CH3:2]. (5) Given the reactants [CH2:1]([O:8][C:9]1[CH:14]=[C:13]([F:15])[CH:12]=[C:11]([F:16])[C:10]=1[N+:17]([O-])=O)[C:2]1[CH:7]=[CH:6][CH:5]=[CH:4][CH:3]=1, predict the reaction product. The product is: [CH2:1]([O:8][C:9]1[CH:14]=[C:13]([F:15])[CH:12]=[C:11]([F:16])[C:10]=1[NH2:17])[C:2]1[CH:3]=[CH:4][CH:5]=[CH:6][CH:7]=1. (6) Given the reactants [CH3:1][C:2]([O-])([CH3:4])[CH3:3].[K+].[C:7]([C:10]1[C:18]2[C:13](=[CH:14][CH:15]=[CH:16][CH:17]=2)[NH:12][CH:11]=1)(=[O:9])[CH3:8].[C:19]1(C)[C:20]([S:25](Cl)(=[O:27])=[O:26])=[CH:21]C=CC=1.C(OC(C)=O)C.O, predict the reaction product. The product is: [C:2]1([CH3:4])[CH:3]=[CH:21][C:20]([S:25]([N:12]2[C:13]3[C:18](=[CH:17][CH:16]=[CH:15][CH:14]=3)[C:10]([C:7](=[O:9])[CH3:8])=[CH:11]2)(=[O:27])=[O:26])=[CH:19][CH:1]=1. (7) Given the reactants [CH:1]1([BH:7][CH:8]2[CH2:13][CH2:12][CH2:11][CH2:10][CH2:9]2)[CH2:6][CH2:5][CH2:4][CH2:3][CH2:2]1.[N:14]1[CH:19]=[CH:18][CH:17]=[CH:16][C:15]=1[CH3:20], predict the reaction product. The product is: [CH:8]1([BH:7][CH:1]2[CH2:2][CH2:3][CH2:4][CH2:5][CH2:6]2)[CH2:9][CH2:10][CH2:11][CH2:12][CH2:13]1.[N:14]1[CH:19]=[CH:18][CH:17]=[CH:16][C:15]=1[CH3:20].